Task: Predict which catalyst facilitates the given reaction.. Dataset: Catalyst prediction with 721,799 reactions and 888 catalyst types from USPTO (1) Reactant: Cl[C:2]1[N:7]=[C:6]([Cl:8])[CH:5]=[C:4]([Cl:9])[N:3]=1.[NH2:10][C:11]1[CH:16]=[CH:15][CH:14]=[CH:13][CH:12]=1.C(N(CC)C(C)C)(C)C. Product: [Cl:9][C:4]1[CH:5]=[C:6]([Cl:8])[N:7]=[C:2]([NH:10][C:11]2[CH:16]=[CH:15][CH:14]=[CH:13][CH:12]=2)[N:3]=1. The catalyst class is: 7. (2) Reactant: [Cl:1][C:2]1[CH:7]=[CH:6][C:5]([C@@:8]([C:19]2[CH:24]=[CH:23][CH:22]=[CH:21][CH:20]=2)([O:10][CH2:11][CH2:12][C@H:13]2[CH2:17][CH2:16][CH2:15][N:14]2[CH3:18])[CH3:9])=[CH:4][CH:3]=1.[C:25]([OH:32])(=[O:31])/[CH:26]=[CH:27]/[C:28]([OH:30])=[O:29]. Product: [C:25]([OH:32])(=[O:31])/[CH:26]=[CH:27]/[C:28]([OH:30])=[O:29].[Cl:1][C:2]1[CH:7]=[CH:6][C:5]([C@@:8]([C:19]2[CH:20]=[CH:21][CH:22]=[CH:23][CH:24]=2)([O:10][CH2:11][CH2:12][C@H:13]2[CH2:17][CH2:16][CH2:15][N:14]2[CH3:18])[CH3:9])=[CH:4][CH:3]=1. The catalyst class is: 8. (3) Product: [Cl:1][C:2]1[C:7]([C:8]([OH:10])=[O:9])=[CH:6][CH:5]=[C:4]([N:15]2[CH:19]=[CH:18][C:17]([O:20][CH2:21][C:22]([CH3:25])([CH3:24])[CH3:23])=[N:16]2)[N:3]=1. Reactant: [Cl:1][C:2]1[C:7]([C:8]([O:10]C(C)(C)C)=[O:9])=[CH:6][CH:5]=[C:4]([N:15]2[CH:19]=[CH:18][C:17]([O:20][CH2:21][C:22]([CH3:25])([CH3:24])[CH3:23])=[N:16]2)[N:3]=1.C(O)(C(F)(F)F)=O. The catalyst class is: 2. (4) Reactant: [CH:1]1([C:7]2[N:16]3[C:10]([CH2:11][C:12](=[O:21])[NH:13][C:14]4[CH:20]=[CH:19][CH:18]=[CH:17][C:15]=43)=[N:9][N:8]=2)[CH2:6][CH2:5][CH2:4][CH2:3][CH2:2]1.[H-].[Na+].Br[CH2:25][C:26]([N:28]([CH:37]([CH3:39])[CH3:38])[C:29]1[CH:30]=[N:31][C:32]([O:35][CH3:36])=[CH:33][CH:34]=1)=[O:27]. Product: [CH:1]1([C:7]2[N:16]3[C:10]([CH2:11][C:12](=[O:21])[N:13]([CH2:25][C:26]([N:28]([CH:37]([CH3:39])[CH3:38])[C:29]4[CH:30]=[N:31][C:32]([O:35][CH3:36])=[CH:33][CH:34]=4)=[O:27])[C:14]4[CH:20]=[CH:19][CH:18]=[CH:17][C:15]=43)=[N:9][N:8]=2)[CH2:2][CH2:3][CH2:4][CH2:5][CH2:6]1. The catalyst class is: 18. (5) Reactant: CC(OI1(OC(C)=O)(OC(C)=O)OC(=O)C2C=CC=CC1=2)=O.[C:23]([O:27][C:28](=[O:43])[NH:29][C:30]([CH3:42])([C:33]1[CH:38]=[CH:37][CH:36]=[C:35]([N+:39]([O-:41])=[O:40])[CH:34]=1)[CH2:31][OH:32])([CH3:26])([CH3:25])[CH3:24]. Product: [C:23]([O:27][C:28](=[O:43])[NH:29][C:30]([CH3:42])([C:33]1[CH:38]=[CH:37][CH:36]=[C:35]([N+:39]([O-:41])=[O:40])[CH:34]=1)[CH:31]=[O:32])([CH3:26])([CH3:24])[CH3:25]. The catalyst class is: 2. (6) Reactant: [N+:1]([C:4]1[CH:9]=[CH:8][C:7]([CH2:10][C:11]#[N:12])=[CH:6][CH:5]=1)([O-:3])=[O:2].C(N(CC)CC)C.[CH2:20]([O:27][CH2:28][C:29](Cl)=[O:30])[C:21]1[CH:26]=[CH:25][CH:24]=[CH:23][CH:22]=1. Product: [CH2:20]([O:27][CH2:28][C:29](=[O:30])[CH:10]([C:7]1[CH:6]=[CH:5][C:4]([N+:1]([O-:3])=[O:2])=[CH:9][CH:8]=1)[C:11]#[N:12])[C:21]1[CH:26]=[CH:25][CH:24]=[CH:23][CH:22]=1. The catalyst class is: 143. (7) Reactant: C[O:2][CH2:3][C@H:4]([CH3:35])[O:5][C:6]1[CH:7]=[C:8]([C:23]2[NH:27][C:26]([C:28]3[O:29][C@@H:30]([CH2:33][OH:34])[CH2:31][N:32]=3)=[CH:25][CH:24]=2)[CH:9]=[C:10]([O:12][C:13]2[CH:14]=[N:15][C:16]([S:19]([CH3:22])(=[O:21])=[O:20])=[CH:17][CH:18]=2)[CH:11]=1.B(Br)(Br)Br.[OH-].[Na+]. Product: [OH:34][CH2:33][C@@H:30]1[O:29][C:28]([C:26]2[NH:27][C:23]([C:8]3[CH:7]=[C:6]([CH:11]=[C:10]([O:12][C:13]4[CH:14]=[N:15][C:16]([S:19]([CH3:22])(=[O:20])=[O:21])=[CH:17][CH:18]=4)[CH:9]=3)[O:5][C@@H:4]([CH3:35])[CH2:3][OH:2])=[CH:24][CH:25]=2)=[N:32][CH2:31]1. The catalyst class is: 2. (8) Product: [CH3:28][O:27][C:24]1[CH:25]=[C:26]2[C:21](=[CH:22][C:23]=1[O:29][CH3:30])[N:20]=[CH:19][CH:18]=[C:17]2[O:8][C:5]1[CH:6]=[CH:7][C:2]([NH2:1])=[C:3]([F:9])[CH:4]=1. Reactant: [NH2:1][C:2]1[CH:7]=[CH:6][C:5]([OH:8])=[CH:4][C:3]=1[F:9].CC([O-])(C)C.[K+].Cl[C:17]1[C:26]2[C:21](=[CH:22][C:23]([O:29][CH3:30])=[C:24]([O:27][CH3:28])[CH:25]=2)[N:20]=[CH:19][CH:18]=1. The catalyst class is: 148. (9) Reactant: [F:1][C:2]1[CH:10]=[C:9]([N:11]2[C:19]3[CH2:18][C:17]([CH3:21])([CH3:20])[CH2:16][C:15](=[O:22])[C:14]=3[C:13]([CH3:23])=[CH:12]2)[CH:8]=[C:7]([NH:24][C@H:25]2[CH2:29][CH2:28][CH2:27][C@@H:26]2[OH:30])[C:3]=1[C:4]([NH2:6])=[O:5].[C:31]([NH:38][CH2:39][C:40](O)=[O:41])([O:33][C:34]([CH3:37])([CH3:36])[CH3:35])=[O:32].C(Cl)CCl. Product: [C:34]([O:33][C:31]([NH:38][CH2:39][C:40]([O:30][C@H:26]1[CH2:27][CH2:28][CH2:29][C@@H:25]1[NH:24][C:7]1[CH:8]=[C:9]([N:11]2[C:19]3[CH2:18][C:17]([CH3:21])([CH3:20])[CH2:16][C:15](=[O:22])[C:14]=3[C:13]([CH3:23])=[CH:12]2)[CH:10]=[C:2]([F:1])[C:3]=1[C:4](=[O:5])[NH2:6])=[O:41])=[O:32])([CH3:37])([CH3:36])[CH3:35]. The catalyst class is: 166.